This data is from Peptide-MHC class I binding affinity with 185,985 pairs from IEDB/IMGT. The task is: Regression. Given a peptide amino acid sequence and an MHC pseudo amino acid sequence, predict their binding affinity value. This is MHC class I binding data. (1) The peptide sequence is VFLPNPAFI. The MHC is HLA-A02:01 with pseudo-sequence HLA-A02:01. The binding affinity (normalized) is 0.393. (2) The peptide sequence is LLCLIFLLVL. The MHC is HLA-A02:03 with pseudo-sequence HLA-A02:03. The binding affinity (normalized) is 0.701. (3) The binding affinity (normalized) is 0.0847. The peptide sequence is GPAGYTAAL. The MHC is HLA-B51:01 with pseudo-sequence HLA-B51:01. (4) The peptide sequence is VSFQQPQQQY. The MHC is HLA-A29:02 with pseudo-sequence HLA-A29:02. The binding affinity (normalized) is 0.629. (5) The peptide sequence is ALTDVEKRI. The MHC is HLA-A02:03 with pseudo-sequence HLA-A02:03. The binding affinity (normalized) is 0.324. (6) The peptide sequence is CWFANTNLI. The MHC is Mamu-B17 with pseudo-sequence Mamu-B17. The binding affinity (normalized) is 0.135. (7) The peptide sequence is AVFDGCVVY. The MHC is HLA-A03:01 with pseudo-sequence HLA-A03:01. The binding affinity (normalized) is 0.475. (8) The peptide sequence is YMKERFTVL. The MHC is HLA-B08:02 with pseudo-sequence HLA-B08:02. The binding affinity (normalized) is 0.479. (9) The peptide sequence is LIFNVKSKLL. The MHC is HLA-A02:01 with pseudo-sequence HLA-A02:01. The binding affinity (normalized) is 0.0622. (10) The peptide sequence is LPIFFCLW. The MHC is H-2-Ld with pseudo-sequence H-2-Ld. The binding affinity (normalized) is 0.